This data is from Forward reaction prediction with 1.9M reactions from USPTO patents (1976-2016). The task is: Predict the product of the given reaction. The product is: [Cl:1][C:2]1[CH:7]=[CH:6][C:5]([C:8]2[CH2:13][CH2:12][N:11]([C:21]([O:23][C:24]([CH3:27])([CH3:26])[CH3:25])=[O:22])[CH2:10][CH:9]=2)=[CH:4][CH:3]=1. Given the reactants [Cl:1][C:2]1[CH:7]=[CH:6][C:5]([C:8]2[CH2:9][CH2:10][NH:11][CH2:12][CH:13]=2)=[CH:4][CH:3]=1.C(N(CC)CC)C.[C:21](O[C:21]([O:23][C:24]([CH3:27])([CH3:26])[CH3:25])=[O:22])([O:23][C:24]([CH3:27])([CH3:26])[CH3:25])=[O:22], predict the reaction product.